From a dataset of Forward reaction prediction with 1.9M reactions from USPTO patents (1976-2016). Predict the product of the given reaction. (1) Given the reactants [Cl:1][C:2]1[CH:29]=[CH:28][C:5]([C:6]([O:8][CH2:9][C@@H:10]2[C@@H:14]([O:15][C:16](=[O:24])[C:17]3[CH:22]=[CH:21][C:20]([Cl:23])=[CH:19][CH:18]=3)[C@:13]([F:26])([CH3:25])[C:12](=[O:27])[O:11]2)=[O:7])=[CH:4][CH:3]=1.C(O[AlH-](OC(C)(C)C)OC(C)(C)C)(C)(C)C.[Li+].C(OCC)(=O)C.[Cl-].[NH4+], predict the reaction product. The product is: [Cl:1][C:2]1[CH:3]=[CH:4][C:5]([C:6]([O:8][CH2:9][C@@H:10]2[C@@H:14]([O:15][C:16](=[O:24])[C:17]3[CH:22]=[CH:21][C:20]([Cl:23])=[CH:19][CH:18]=3)[C@:13]([F:26])([CH3:25])[C@H:12]([OH:27])[O:11]2)=[O:7])=[CH:28][CH:29]=1. (2) Given the reactants [S:1]1[CH2:6][CH2:5][CH:4]([OH:7])[CH2:3][CH2:2]1.[H-].[Na+].[Br:10][C:11]1[CH:12]=[CH:13][C:14](F)=[C:15]([CH:18]=1)[C:16]#[N:17], predict the reaction product. The product is: [Br:10][C:11]1[CH:12]=[CH:13][C:14]([O:7][CH:4]2[CH2:5][CH2:6][S:1][CH2:2][CH2:3]2)=[C:15]([CH:18]=1)[C:16]#[N:17]. (3) Given the reactants [CH:1]1([CH2:4][O:5][C:6]2[N:11]=[C:10]([C:12]([OH:14])=O)[CH:9]=[N:8][C:7]=2[N:15]2[CH2:18][C:17]([F:20])([F:19])[CH2:16]2)[CH2:3][CH2:2]1.[CH2:21]([NH:23][CH:24]([CH3:26])[CH3:25])[CH3:22], predict the reaction product. The product is: [CH2:21]([N:23]([CH:24]([CH3:26])[CH3:25])[C:12]([C:10]1[CH:9]=[N:8][C:7]([N:15]2[CH2:18][C:17]([F:20])([F:19])[CH2:16]2)=[C:6]([O:5][CH2:4][CH:1]2[CH2:2][CH2:3]2)[N:11]=1)=[O:14])[CH3:22].